This data is from Reaction yield outcomes from USPTO patents with 853,638 reactions. The task is: Predict the reaction yield, written as a fraction of the theoretical maximum amount of product (1.0 means a 100% yield; for example, 0.34 means a 34% yield). (1) The catalyst is C1COCC1. The reactants are [Br:1][C:2]1[S:3][C:4](Br)=[CH:5][CH:6]=1.[Mg].[CH3:9][C:10]([O:14][Si](C)(C)C)([CH3:13])[C:11]#N.Cl.C(=O)(O)[O-:21].[Na+]. The yield is 0.360. The product is [Br:1][C:2]1[S:3][C:4]([C:11](=[O:21])[C:10]([OH:14])([CH3:9])[CH3:13])=[CH:5][CH:6]=1. (2) The reactants are [Cl:1][C:2]1[C:7]([Cl:8])=[CH:6][CH:5]=[CH:4][C:3]=1[N:9]1[CH2:14][CH2:13][N:12]([CH2:15][CH2:16][CH2:17][CH:18]=[CH:19][C:20]2[N:29]=[C:28]3[C:23]([C:24]([CH3:32])=[C:25]([CH3:31])[C:26](=[O:30])[NH:27]3)=[CH:22][CH:21]=2)[CH2:11][CH2:10]1. The catalyst is C1COCC1.C(O)C.[Ni]. The product is [Cl:1][C:2]1[C:7]([Cl:8])=[CH:6][CH:5]=[CH:4][C:3]=1[N:9]1[CH2:14][CH2:13][N:12]([CH2:15][CH2:16][CH2:17][CH2:18][CH2:19][C:20]2[N:29]=[C:28]3[C:23]([C:24]([CH3:32])=[C:25]([CH3:31])[C:26](=[O:30])[NH:27]3)=[CH:22][CH:21]=2)[CH2:11][CH2:10]1. The yield is 0.800. (3) The catalyst is CN(C)C=O. The reactants are [Br:1][C:2]1[CH:7]=[CH:6][C:5]([OH:8])=[CH:4][CH:3]=1.C(=O)([O-])[O-].[K+].[K+].Br[CH2:16][CH2:17][O:18][CH3:19]. The yield is 0.480. The product is [Br:1][C:2]1[CH:7]=[CH:6][C:5]([O:8][CH2:16][CH2:17][O:18][CH3:19])=[CH:4][CH:3]=1. (4) The reactants are [CH3:1][O:2][C:3]1[CH:11]=[C:10]2[C:6]([CH2:7][CH2:8]/[C:9]/2=[N:12]\OS(C)(=O)=O)=[CH:5][CH:4]=1.B(F)(F)F.CO.CS(Cl)(=O)=[O:26]. The catalyst is C(Cl)Cl.Cl[Ti](Cl)(Cl)Cl. The product is [CH3:1][O:2][C:3]1[CH:11]=[C:10]2[C:6]([CH2:7][CH2:8][NH:12][C:9]2=[O:26])=[CH:5][CH:4]=1. The yield is 1.00. (5) No catalyst specified. The yield is 0.780. The reactants are BrC1C=C[C:5](NCC(OC)=O)=[N:6]C=1.[Cl:14][C:15]1[CH:23]=[CH:22][CH:21]=[C:20]2[C:16]=1[C:17]([CH:25]=O)=[CH:18][N:19]2[CH3:24].CN1C2C(=CC=CC=2)C(C)=C1C=O. The product is [Cl:14][C:15]1[CH:23]=[CH:22][CH:21]=[C:20]2[C:16]=1[C:17]([CH2:25][NH:6][CH3:5])=[CH:18][N:19]2[CH3:24]. (6) The reactants are [Br:1][C:2]1[CH:3]=[C:4]([NH:9]C(=O)C)[C:5]([CH3:8])=[N:6][CH:7]=1.C([O-])(=O)C.[K+].C(O)(=O)C.C(OC(=O)C)(=O)C.C(O[N:35]=O)CC(C)C.C(=O)(O)[O-].[Na+]. The catalyst is C(Cl)(Cl)Cl. The product is [Br:1][C:2]1[CH:3]=[C:4]2[NH:9][N:35]=[CH:8][C:5]2=[N:6][CH:7]=1. The yield is 0.770. (7) The reactants are [Br:1][C:2]1[CH:3]=[C:4]([C:11]([O:13][CH2:14][CH3:15])=[O:12])[C:5]2[CH:10]=[N:9][NH:8][C:6]=2[N:7]=1.C([O-])([O-])=O.[K+].[K+].[CH:22]1(Br)[CH2:26][CH2:25][CH2:24][CH2:23]1. The catalyst is C(#N)C. The product is [Br:1][C:2]1[CH:3]=[C:4]([C:11]([O:13][CH2:14][CH3:15])=[O:12])[C:5]2[CH:10]=[N:9][N:8]([CH:22]3[CH2:26][CH2:25][CH2:24][CH2:23]3)[C:6]=2[N:7]=1. The yield is 0.500. (8) The reactants are O.[Na+].[CH2:3]([S:11]([O-:14])(=[O:13])=[O:12])[CH2:4][CH2:5][CH2:6][CH2:7][CH2:8][CH2:9][CH3:10].[CH3:15][C@@H:16]1[O:21][C@@H:20]([O:22][C@@H:23]2[C:28]3=[C:29]([OH:46])[C:30]4[C:42](=[O:43])[C:41]5[C:36](=[CH:37][CH:38]=[CH:39][C:40]=5[O:44][CH3:45])[C:34](=[O:35])[C:31]=4[C:32]([OH:33])=[C:27]3[CH2:26][C@@:25]([OH:51])([C:47]([CH2:49][OH:50])=[O:48])[CH2:24]2)[CH2:19][C@H:18]([NH2:52])[C@@H:17]1[OH:53].Cl. The catalyst is O. The product is [CH3:15][C@@H:16]1[O:21][C@@H:20]([O:22][C@@H:23]2[C:28]3=[C:29]([OH:46])[C:30]4[C:42](=[O:43])[C:41]5[C:36](=[CH:37][CH:38]=[CH:39][C:40]=5[O:44][CH3:45])[C:34](=[O:35])[C:31]=4[C:32]([OH:33])=[C:27]3[CH2:26][C@@:25]([OH:51])([C:47]([CH2:49][OH:50])=[O:48])[CH2:24]2)[CH2:19][C@H:18]([NH2:52])[C@@H:17]1[OH:53].[CH2:3]([S:11]([O-:14])(=[O:12])=[O:13])[CH2:4][CH2:5][CH2:6][CH2:7][CH2:8][CH2:9][CH3:10]. The yield is 0.850. (9) The reactants are [CH:1]([C:3]1[CH:4]=[C:5]([CH:10]=[CH:11][C:12]=1[OH:13])[C:6]([O:8][CH3:9])=[O:7])=[O:2].[CH:14]1([Mg]Br)[CH2:16][CH2:15]1. The catalyst is C1COCC1. The product is [CH:14]1([CH:1]([OH:2])[C:3]2[CH:4]=[C:5]([CH:10]=[CH:11][C:12]=2[OH:13])[C:6]([O:8][CH3:9])=[O:7])[CH2:16][CH2:15]1. The yield is 0.850. (10) The reactants are [Br:1][C:2]1[CH:11]=[C:10]2[C:5]([CH2:6][CH2:7][CH2:8][C:9]2=[O:12])=[C:4]([OH:13])[CH:3]=1.C(=O)([O-])[O-].[Cs+].[Cs+].Br[CH2:21][C:22]([O:24][C:25]([CH3:28])([CH3:27])[CH3:26])=[O:23]. The catalyst is C(#N)C. The product is [C:25]([O:24][C:22](=[O:23])[CH2:21][O:13][C:4]1[C:5]2[CH2:6][CH2:7][CH2:8][C:9](=[O:12])[C:10]=2[CH:11]=[C:2]([Br:1])[CH:3]=1)([CH3:28])([CH3:27])[CH3:26]. The yield is 0.640.